From a dataset of Reaction yield outcomes from USPTO patents with 853,638 reactions. Predict the reaction yield, written as a fraction of the theoretical maximum amount of product (1.0 means a 100% yield; for example, 0.34 means a 34% yield). The reactants are [I:1][C:2]1[C:10]2[C:5](=[CH:6][CH:7]=[CH:8][CH:9]=2)[NH:4][N:3]=1.Br[CH2:12][C:13]([O:15][CH3:16])=[O:14].C(=O)([O-])[O-].[K+].[K+]. The catalyst is CC(C)=O. The product is [I:1][C:2]1[C:10]2[C:5](=[CH:6][CH:7]=[CH:8][CH:9]=2)[N:4]([CH2:12][C:13]([O:15][CH3:16])=[O:14])[N:3]=1. The yield is 0.700.